Task: Regression/Classification. Given a drug SMILES string, predict its absorption, distribution, metabolism, or excretion properties. Task type varies by dataset: regression for continuous measurements (e.g., permeability, clearance, half-life) or binary classification for categorical outcomes (e.g., BBB penetration, CYP inhibition). For this dataset (clearance_hepatocyte_az), we predict log10(clearance) (log10 of the in vitro intrinsic clearance, CLint, in uL/min per 10^6 hepatocytes; values are censored to the assay range of 3 to 150, which is 0.477 to 2.18 on this log10 scale).. Dataset: Hepatocyte clearance measurements from AstraZeneca The drug is CC(C)c1nc2ccc(-c3ccc(F)cc3)cc2c(=O)n1C[C@H]1CCCN(C(C)C)C1. The log10(clearance) is 1.47.